Dataset: Reaction yield outcomes from USPTO patents with 853,638 reactions. Task: Predict the reaction yield, written as a fraction of the theoretical maximum amount of product (1.0 means a 100% yield; for example, 0.34 means a 34% yield). (1) The reactants are [Li][CH2:2][CH2:3][CH2:4]C.C(NC(C)C)(C)C.[CH3:13][C:14]1[CH:19]=[CH:18][N:17]=[C:16]([S:20][CH3:21])[N:15]=1.[F:22]C1C=CC(C(N(OC)C)=O)=CC=1.[CH2:35]1[CH2:39][O:38][CH2:37][CH2:36]1. The catalyst is CCCCCC. The product is [F:22][C:14]1([CH2:13][C:37]([C:36]2[CH:35]=[CH:39][CH:4]=[CH:3][CH:2]=2)=[O:38])[CH:19]=[CH:18][N:17]=[C:16]([S:20][CH3:21])[NH:15]1. The yield is 0.650. (2) The reactants are [NH2:1][CH:2]1[CH2:7][CH2:6][CH2:5][N:4](C(OC(C)(C)C)=O)[CH2:3]1.[Cl:15][C:16]1[N:24]=[C:23]2[C:19]([NH:20][CH:21]=[N:22]2)=[C:18](Cl)[N:17]=1.C(N(CC)CC)C. The catalyst is C(O)C. The product is [Cl:15][C:16]1[N:24]=[C:23]2[C:19]([N:20]=[CH:21][NH:22]2)=[C:18]([NH:1][CH:2]2[CH2:7][CH2:6][CH2:5][NH:4][CH2:3]2)[N:17]=1. The yield is 0.770.